This data is from NCI-60 drug combinations with 297,098 pairs across 59 cell lines. The task is: Regression. Given two drug SMILES strings and cell line genomic features, predict the synergy score measuring deviation from expected non-interaction effect. (1) Drug 1: CC1=C(C(CCC1)(C)C)C=CC(=CC=CC(=CC(=O)O)C)C. Drug 2: C1=NNC2=C1C(=O)NC=N2. Cell line: SN12C. Synergy scores: CSS=6.71, Synergy_ZIP=-1.76, Synergy_Bliss=2.65, Synergy_Loewe=-3.02, Synergy_HSA=1.15. (2) Drug 1: C1=CC(=C2C(=C1NCCNCCO)C(=O)C3=C(C=CC(=C3C2=O)O)O)NCCNCCO. Drug 2: CN(CC1=CN=C2C(=N1)C(=NC(=N2)N)N)C3=CC=C(C=C3)C(=O)NC(CCC(=O)O)C(=O)O. Cell line: K-562. Synergy scores: CSS=60.3, Synergy_ZIP=-4.86, Synergy_Bliss=-5.52, Synergy_Loewe=-0.534, Synergy_HSA=1.53. (3) Drug 1: CC1=C2C(C(=O)C3(C(CC4C(C3C(C(C2(C)C)(CC1OC(=O)C(C(C5=CC=CC=C5)NC(=O)OC(C)(C)C)O)O)OC(=O)C6=CC=CC=C6)(CO4)OC(=O)C)OC)C)OC. Drug 2: C1CN1P(=S)(N2CC2)N3CC3. Cell line: SNB-75. Synergy scores: CSS=37.8, Synergy_ZIP=3.18, Synergy_Bliss=4.02, Synergy_Loewe=3.77, Synergy_HSA=5.95. (4) Drug 1: C1CN1P(=S)(N2CC2)N3CC3. Drug 2: CS(=O)(=O)OCCCCOS(=O)(=O)C. Cell line: SN12C. Synergy scores: CSS=25.7, Synergy_ZIP=-6.69, Synergy_Bliss=-3.41, Synergy_Loewe=-1.07, Synergy_HSA=1.15. (5) Drug 1: CN(C(=O)NC(C=O)C(C(C(CO)O)O)O)N=O. Drug 2: C1CCC(C(C1)N)N.C(=O)(C(=O)[O-])[O-].[Pt+4]. Cell line: SK-MEL-28. Synergy scores: CSS=4.34, Synergy_ZIP=-2.97, Synergy_Bliss=-12.7, Synergy_Loewe=-20.0, Synergy_HSA=-8.86. (6) Drug 1: CS(=O)(=O)C1=CC(=C(C=C1)C(=O)NC2=CC(=C(C=C2)Cl)C3=CC=CC=N3)Cl. Drug 2: CN(C(=O)NC(C=O)C(C(C(CO)O)O)O)N=O. Cell line: UACC-257. Synergy scores: CSS=-3.52, Synergy_ZIP=-0.600, Synergy_Bliss=-5.15, Synergy_Loewe=-6.25, Synergy_HSA=-6.76. (7) Drug 1: CC1=C(C(CCC1)(C)C)C=CC(=CC=CC(=CC(=O)O)C)C. Drug 2: CC(C)CN1C=NC2=C1C3=CC=CC=C3N=C2N. Cell line: NCI-H522. Synergy scores: CSS=2.54, Synergy_ZIP=-1.02, Synergy_Bliss=-0.590, Synergy_Loewe=0.375, Synergy_HSA=0.394.